From a dataset of Peptide-MHC class I binding affinity with 185,985 pairs from IEDB/IMGT. Regression. Given a peptide amino acid sequence and an MHC pseudo amino acid sequence, predict their binding affinity value. This is MHC class I binding data. (1) The peptide sequence is FAKCLVVST. The MHC is HLA-A02:01 with pseudo-sequence HLA-A02:01. The binding affinity (normalized) is 0.355. (2) The binding affinity (normalized) is 0.979. The MHC is HLA-A02:02 with pseudo-sequence HLA-A02:02. The peptide sequence is SISSVLTIL. (3) The peptide sequence is RLRDLLLIVTR. The MHC is HLA-A33:01 with pseudo-sequence HLA-A33:01. The binding affinity (normalized) is 0.274. (4) The peptide sequence is GMEAQFLYLY. The MHC is HLA-A23:01 with pseudo-sequence HLA-A23:01. The binding affinity (normalized) is 0.00686. (5) The peptide sequence is FIIDNFGSV. The MHC is HLA-A02:06 with pseudo-sequence HLA-A02:06. The binding affinity (normalized) is 1.00.